Dataset: Forward reaction prediction with 1.9M reactions from USPTO patents (1976-2016). Task: Predict the product of the given reaction. (1) Given the reactants [OH:1][C:2]1[CH:3]=[C:4]2[C:9](=[CH:10][CH:11]=1)[N:8]=[CH:7][CH:6]=[CH:5]2.C(=O)([O-])[O-].[K+].[K+].Br[CH:19]([CH2:29][O:30][CH3:31])[C:20]([NH:22][C:23]([CH3:28])([CH3:27])[C:24]#[C:25][CH3:26])=[O:21], predict the reaction product. The product is: [N:8]1[C:9]2[C:4](=[CH:3][C:2]([O:1][CH:19]([CH2:29][O:30][CH3:31])[C:20]([NH:22][C:23]([CH3:28])([C:24]#[C:25][CH3:26])[CH3:27])=[O:21])=[CH:11][CH:10]=2)[CH:5]=[CH:6][CH:7]=1. (2) Given the reactants [CH3:1][N:2]1[C:10]2[C:5](=[CH:6][C:7]([N+:11]([O-])=O)=[CH:8][CH:9]=2)[CH:4]=[C:3]1[C:14]([O:16][CH2:17][CH3:18])=[O:15].C([O-])=O.[NH4+], predict the reaction product. The product is: [NH2:11][C:7]1[CH:6]=[C:5]2[C:10](=[CH:9][CH:8]=1)[N:2]([CH3:1])[C:3]([C:14]([O:16][CH2:17][CH3:18])=[O:15])=[CH:4]2. (3) Given the reactants [CH:1]1([C:7]2[C:15]3[C:10](=[CH:11][C:12]([C:16]([O:18][CH3:19])=[O:17])=[CH:13][CH:14]=3)[N:9]([CH3:20])[C:8]=2[C:21]2[CH:31]=[CH:30][CH:29]=CC=2OCC(O)=O)[CH2:6][CH2:5][CH2:4][CH2:3][CH2:2]1.[CH3:32][NH:33][CH2:34][CH2:35][O:36][CH2:37][CH2:38][NH:39][CH3:40].C(N(C(C)C)CC)(C)C.CN(C([O:57]N1N=NC2C=CC=NC1=2)=[N+](C)C)C.F[P-](F)(F)(F)(F)F.[CH2:74]1[CH2:78][O:77][CH2:76][CH2:75]1, predict the reaction product. The product is: [CH:1]1([C:7]2[C:15]3[C:10](=[CH:11][C:12]([C:16]([O:18][CH3:19])=[O:17])=[CH:13][CH:14]=3)[N:9]([CH3:20])[C:8]=2[C:21]2[CH:31]=[CH:30][CH:29]=[CH:75][C:76]=2[O:77][CH2:78][C:74]([N:33]([CH3:32])[CH2:34][CH2:35][O:36][CH2:37][CH2:38][NH:39][CH3:40])=[O:57])[CH2:6][CH2:5][CH2:4][CH2:3][CH2:2]1. (4) Given the reactants [CH3:1][C:2]1([CH3:35])[CH2:7][CH2:6][C:5]([C:8]2[CH:13]=[C:12]([C:14]3([OH:24])[CH2:19][CH2:18][C:17](OC)([O:20]C)[CH2:16][CH2:15]3)[CH:11]=[CH:10][C:9]=2[NH:25][C:26]([C:28]2[NH:29][C:30]([C:33]#[N:34])=[CH:31][N:32]=2)=[O:27])=[CH:4][CH2:3]1, predict the reaction product. The product is: [CH3:1][C:2]1([CH3:35])[CH2:7][CH2:6][C:5]([C:8]2[CH:13]=[C:12]([C:14]3([OH:24])[CH2:15][CH2:16][C:17](=[O:20])[CH2:18][CH2:19]3)[CH:11]=[CH:10][C:9]=2[NH:25][C:26]([C:28]2[NH:29][C:30]([C:33]#[N:34])=[CH:31][N:32]=2)=[O:27])=[CH:4][CH2:3]1. (5) Given the reactants [ClH:1].[CH3:2][N:3]([C:15]1[N:24]=[C:23]([NH2:25])[C:22]2[C:17](=[CH:18][C:19]([O:28][CH3:29])=[C:20]([O:26][CH3:27])[CH:21]=2)[N:16]=1)[CH2:4][CH2:5][CH2:6][NH:7][C:8]([CH:10]1[O:14][CH2:13][CH2:12][CH2:11]1)=[O:9], predict the reaction product. The product is: [CH3:2][N:3]([C:15]1[N:24]=[C:23]([NH2:25])[C:22]2[C:17](=[CH:18][C:19]([O:28][CH3:29])=[C:20]([O:26][CH3:27])[CH:21]=2)[N:16]=1)[CH2:4][CH2:5][CH2:6][NH:7][C:8]([CH:10]1[O:14][CH2:13][CH2:12][CH2:11]1)=[O:9].[ClH:1].